From a dataset of Full USPTO retrosynthesis dataset with 1.9M reactions from patents (1976-2016). Predict the reactants needed to synthesize the given product. (1) Given the product [Cl:1][C:2]1[CH:7]=[CH:6][CH:5]=[CH:4][C:3]=1[CH:8]([C:20]1[CH:29]=[CH:28][C:23]([C:24]([O:26][CH3:27])=[O:25])=[C:22]([F:30])[CH:21]=1)[CH2:9][C:10](=[O:11])[C:12]1[CH:17]=[CH:16][C:15](=[O:18])[NH:14][CH:13]=1, predict the reactants needed to synthesize it. The reactants are: [Cl:1][C:2]1[CH:7]=[CH:6][CH:5]=[CH:4][C:3]=1[CH:8]([C:20]1[CH:29]=[CH:28][C:23]([C:24]([O:26][CH3:27])=[O:25])=[C:22]([F:30])[CH:21]=1)[CH2:9][C:10]([C:12]1[CH:13]=[N:14][C:15]([O:18]C)=[CH:16][CH:17]=1)=[O:11].Cl. (2) Given the product [F:35][C:2]1([CH2:8][CH:9]([NH:20][S:21]([C:24]2[CH:29]=[CH:28][C:27]([CH3:30])=[CH:26][CH:25]=2)(=[O:23])=[O:22])[CH2:10][N:11]([CH3:19])[C:12](=[O:18])[O:13][C:14]([CH3:17])([CH3:16])[CH3:15])[CH2:7][CH2:6][CH2:5][CH2:4][CH2:3]1, predict the reactants needed to synthesize it. The reactants are: O[C:2]1([CH2:8][CH:9]([NH:20][S:21]([C:24]2[CH:29]=[CH:28][C:27]([CH3:30])=[CH:26][CH:25]=2)(=[O:23])=[O:22])[CH2:10][N:11]([CH3:19])[C:12](=[O:18])[O:13][C:14]([CH3:17])([CH3:16])[CH3:15])[CH2:7][CH2:6][CH2:5][CH2:4][CH2:3]1.CN(S(F)(F)[F:35])C.O. (3) Given the product [CH:3]1([N:7]2[CH2:12][CH2:11][CH:10]([O:13][C:14]3[CH:15]=[CH:16][C:17]([NH2:20])=[CH:18][CH:19]=3)[CH2:9][CH2:8]2)[CH2:6][CH2:5][CH2:4]1, predict the reactants needed to synthesize it. The reactants are: [H][H].[CH:3]1([N:7]2[CH2:12][CH2:11][CH:10]([O:13][C:14]3[CH:19]=[CH:18][C:17]([N+:20]([O-])=O)=[CH:16][CH:15]=3)[CH2:9][CH2:8]2)[CH2:6][CH2:5][CH2:4]1.